Dataset: Full USPTO retrosynthesis dataset with 1.9M reactions from patents (1976-2016). Task: Predict the reactants needed to synthesize the given product. (1) Given the product [CH2:1]([O:13][CH2:14][C@H:15]([CH2:17][O:18][C:25]([C:19]1[CH:24]=[CH:23][CH:22]=[CH:21][CH:20]=1)([C:33]1[CH:34]=[CH:35][CH:36]=[CH:37][CH:38]=1)[C:27]1[CH:28]=[CH:29][CH:30]=[CH:31][CH:32]=1)[OH:16])[CH2:2][CH2:3][CH2:4][CH2:5][CH2:6][CH2:7][CH2:8][CH2:9][CH2:10][CH2:11][CH3:12], predict the reactants needed to synthesize it. The reactants are: [CH2:1]([O:13][CH2:14][C@H:15]([CH2:17][OH:18])[OH:16])[CH2:2][CH2:3][CH2:4][CH2:5][CH2:6][CH2:7][CH2:8][CH2:9][CH2:10][CH2:11][CH3:12].[C:19]1([C:25]([C:33]2[CH:38]=[CH:37][CH:36]=[CH:35][CH:34]=2)([C:27]2[CH:32]=[CH:31][CH:30]=[CH:29][CH:28]=2)Cl)[CH:24]=[CH:23][CH:22]=[CH:21][CH:20]=1.O1CCCC1.C(#N)C. (2) Given the product [CH3:14][C:6]12[C:11]([CH3:13])([CH3:12])[CH:9]([CH2:10][C:5]31[CH:3]([CH3:4])[CH:2]([CH3:16])[O:1][C:18]([CH3:19])([CH3:17])[O:15]3)[CH2:8][CH2:7]2, predict the reactants needed to synthesize it. The reactants are: [OH:1][CH:2]([CH3:16])[CH:3]([C:5]1([OH:15])[CH2:10][CH:9]2[C:11]([CH3:13])([CH3:12])[C:6]1([CH3:14])[CH2:7][CH2:8]2)[CH3:4].[CH3:17][C@@:18]12C(C)(C)[C@@H](C[C@@]31[C@@H](C)COC(C)(C)O3)C[CH2:19]2. (3) Given the product [C:10]([OH:16])(=[O:15])[CH2:11][C:12]([CH3:14])=[O:13].[C:10]([OH:16])(=[O:15])[CH2:11][C:12]([CH3:14])=[O:13].[C:10]([OH:16])(=[O:15])[CH2:11][C:12]([CH3:14])=[O:13].[CH2:1]([C:3]([CH2:8][OH:9])([CH2:6][OH:7])[CH2:4][CH3:5])[OH:2], predict the reactants needed to synthesize it. The reactants are: [CH2:1]([C:3]([CH2:8][OH:9])([CH2:6][OH:7])[CH2:4][CH3:5])[OH:2].[C:10]([O:16]C(C)(C)C)(=[O:15])[CH2:11][C:12]([CH3:14])=[O:13]. (4) Given the product [CH3:26][O:27][C:28](=[O:39])[CH2:29][C:30]1[CH:35]=[CH:34][C:33]([O:6][CH:1]2[CH2:5][CH2:4][CH2:3][CH2:2]2)=[C:32]([O:37][CH3:38])[CH:31]=1, predict the reactants needed to synthesize it. The reactants are: [CH:1]1([OH:6])[CH2:5][CH2:4][CH2:3][CH2:2]1.C1(P(C2C=CC=CC=2)C2C=CC=CC=2)C=CC=CC=1.[CH3:26][O:27][C:28](=[O:39])[CH2:29][C:30]1[CH:35]=[CH:34][C:33](O)=[C:32]([O:37][CH3:38])[CH:31]=1.CCOC(/N=N/C(OCC)=O)=O. (5) Given the product [C:33]([O:32][C:30]([NH:29][C@@H:7]([CH2:8][CH2:9][CH:10]([CH2:14][C:15]1[CH:16]=[CH:17][C:18]([OH:21])=[CH:19][CH:20]=1)[C:22]([O:24][C:25]([CH3:26])([CH3:27])[CH3:28])=[O:23])[C:6]([O:5][C:1]([CH3:4])([CH3:2])[CH3:3])=[O:37])=[O:31])([CH3:34])([CH3:35])[CH3:36], predict the reactants needed to synthesize it. The reactants are: [C:1]([O:5][C:6](=[O:37])[C@@H:7]([NH:29][C:30]([O:32][C:33]([CH3:36])([CH3:35])[CH3:34])=[O:31])[CH2:8][CH2:9][C:10]([C:22]([O:24][C:25]([CH3:28])([CH3:27])[CH3:26])=[O:23])([CH2:14][C:15]1[CH:20]=[CH:19][C:18]([OH:21])=[CH:17][CH:16]=1)C(O)=O)([CH3:4])([CH3:3])[CH3:2]. (6) Given the product [NH2:16][C:11]1[CH:12]=[CH:13][CH:14]=[C:15]2[C:10]=1[C:9](=[O:19])[C:8]1([NH:20][C:21](=[O:29])[C:22]3[C:27]([CH3:28])=[CH:26][CH:25]=[N:24][CH:23]=3)[C:7]3[CH:30]=[CH:31][C:32]([CH:34]([CH3:36])[CH3:35])=[CH:33][C:6]=3[O:5][C:4]12[OH:3], predict the reactants needed to synthesize it. The reactants are: Cl.O.[OH:3][C:4]12[C:15]3[C:10](=[C:11]([N+:16]([O-])=O)[CH:12]=[CH:13][CH:14]=3)[C:9](=[O:19])[C:8]1([NH:20][C:21](=[O:29])[C:22]1[C:27]([CH3:28])=[CH:26][CH:25]=[N:24][CH:23]=1)[C:7]1[CH:30]=[CH:31][C:32]([CH:34]([CH3:36])[CH3:35])=[CH:33][C:6]=1[O:5]2. (7) Given the product [NH:1]([C:16]([O:18][CH2:19][C:20]1[CH:25]=[CH:24][CH:23]=[CH:22][CH:21]=1)=[O:17])[C@H:2]([C:13]([NH:33][CH2:26][C:27]1[CH:32]=[CH:31][CH:30]=[CH:29][CH:28]=1)=[O:15])[CH2:3][C:4]1[C:12]2[C:7](=[CH:8][CH:9]=[CH:10][CH:11]=2)[NH:6][CH:5]=1, predict the reactants needed to synthesize it. The reactants are: [NH:1]([C:16]([O:18][CH2:19][C:20]1[CH:25]=[CH:24][CH:23]=[CH:22][CH:21]=1)=[O:17])[C@H:2]([C:13]([OH:15])=O)[CH2:3][C:4]1[C:12]2[C:7](=[CH:8][CH:9]=[CH:10][CH:11]=2)[NH:6][CH:5]=1.[CH2:26]([NH2:33])[C:27]1[CH:32]=[CH:31][CH:30]=[CH:29][CH:28]=1.C1CCC(N=C=NC2CCCCC2)CC1. (8) The reactants are: [F:1][C:2]([F:8])([F:7])[CH2:3][C:4](O)=[O:5].C1C=CC2N(O)N=NC=2C=1.[NH:19]([C:21]1[N:22]=[N:23][C:24]([C:27]2[CH:32]=[CH:31][C:30]([O:33][C:34]3[CH:39]=[CH:38][CH:37]=[CH:36][CH:35]=3)=[CH:29][CH:28]=2)=[CH:25][CH:26]=1)[NH2:20].CCOP(O)N(C(C)C)C(C)C. Given the product [F:1][C:2]([F:8])([F:7])[CH2:3][C:4]([N:19]([C:21]1[N:22]=[N:23][C:24]([C:27]2[CH:32]=[CH:31][C:30]([O:33][C:34]3[CH:39]=[CH:38][CH:37]=[CH:36][CH:35]=3)=[CH:29][CH:28]=2)=[CH:25][CH:26]=1)[NH2:20])=[O:5], predict the reactants needed to synthesize it. (9) Given the product [C:22]([O:21][C:19]([N:26]1[CH2:31][CH2:30][CH:29]([NH:17][C:14]2[CH:15]=[CH:16][C:11]([CH2:10][C:7]3[CH:6]=[CH:5][C:4]([C:3]([O:2][CH3:1])=[O:18])=[CH:9][CH:8]=3)=[CH:12][CH:13]=2)[CH2:28][CH2:27]1)=[O:20])([CH3:25])([CH3:23])[CH3:24], predict the reactants needed to synthesize it. The reactants are: [CH3:1][O:2][C:3](=[O:18])[C:4]1[CH:9]=[CH:8][C:7]([CH2:10][C:11]2[CH:16]=[CH:15][C:14]([NH2:17])=[CH:13][CH:12]=2)=[CH:6][CH:5]=1.[C:19]([N:26]1[CH2:31][CH2:30][C:29](=O)[CH2:28][CH2:27]1)([O:21][C:22]([CH3:25])([CH3:24])[CH3:23])=[O:20]. (10) Given the product [NH2:27][C:25]1[N:26]=[C:22]([C:21]2[N:13]([CH2:12][C:5]3[C:4]4[C:9](=[CH:10][CH:11]=[C:2]([Cl:1])[CH:3]=4)[N:8]=[CH:7][CH:6]=3)[N:14]=[C:15]3[C:20]=2[C:19](=[O:36])[N:18]([CH3:37])[C:17](=[O:38])[N:16]3[CH2:39][CH:40]2[CH2:41][CH2:42]2)[N:23]([CH3:35])[CH:24]=1, predict the reactants needed to synthesize it. The reactants are: [Cl:1][C:2]1[CH:3]=[C:4]2[C:9](=[CH:10][CH:11]=1)[N:8]=[CH:7][CH:6]=[C:5]2[CH2:12][N:13]1[C:21]([C:22]2[N:23]([CH3:35])[CH:24]=[C:25]([NH:27]C(=O)OC(C)(C)C)[N:26]=2)=[C:20]2[C:15]([N:16]([CH2:39][CH:40]3[CH2:42][CH2:41]3)[C:17](=[O:38])[N:18]([CH3:37])[C:19]2=[O:36])=[N:14]1.C(O)(C(F)(F)F)=O.